From a dataset of TCR-epitope binding with 47,182 pairs between 192 epitopes and 23,139 TCRs. Binary Classification. Given a T-cell receptor sequence (or CDR3 region) and an epitope sequence, predict whether binding occurs between them. (1) The epitope is DRFYKTLRAEQASQEV. The TCR CDR3 sequence is CASSQGDYSNQPQHF. Result: 0 (the TCR does not bind to the epitope). (2) The epitope is RLQSLQTYV. The TCR CDR3 sequence is CSASDREGHPDTQYF. Result: 0 (the TCR does not bind to the epitope). (3) The epitope is ELAGIGILTV. The TCR CDR3 sequence is CASNAGDTEAFF. Result: 1 (the TCR binds to the epitope). (4) The epitope is KAYNVTQAF. The TCR CDR3 sequence is CASSQEGRLAYSTDTQYF. Result: 1 (the TCR binds to the epitope). (5) The epitope is GTHWFVTQR. The TCR CDR3 sequence is CASSHGLAGEVEQYF. Result: 0 (the TCR does not bind to the epitope). (6) The epitope is LLFNKVTLA. The TCR CDR3 sequence is CASSWWTADEQFF. Result: 0 (the TCR does not bind to the epitope). (7) The epitope is FPRPWLHGL. The TCR CDR3 sequence is CASSEFARGNQPQHF. Result: 0 (the TCR does not bind to the epitope). (8) Result: 1 (the TCR binds to the epitope). The epitope is GVAMPNLYK. The TCR CDR3 sequence is CASSRGGGNSYEQYF. (9) The epitope is FVDGVPFVV. The TCR CDR3 sequence is CASRETGLRDTQYF. Result: 1 (the TCR binds to the epitope). (10) The epitope is ARMILMTHF. The TCR CDR3 sequence is CASSFGGWTDTQYF. Result: 0 (the TCR does not bind to the epitope).